The task is: Predict the product of the given reaction.. This data is from Forward reaction prediction with 1.9M reactions from USPTO patents (1976-2016). (1) Given the reactants [CH3:1][NH2:2].C[O:4][C:5]([CH:7]1[O:11][C:10](=[O:12])[N:9]([C:13]2[CH:14]=[C:15]3[C:19](=[CH:20][CH:21]=2)[N:18]([CH2:22][CH2:23][CH3:24])[C:17](=[O:25])[CH2:16]3)[CH2:8]1)=O, predict the reaction product. The product is: [CH3:1][NH:2][C:5]([C@@H:7]1[O:11][C:10](=[O:12])[N:9]([C:13]2[CH:14]=[C:15]3[C:19](=[CH:20][CH:21]=2)[N:18]([CH2:22][CH2:23][CH3:24])[C:17](=[O:25])[CH2:16]3)[CH2:8]1)=[O:4]. (2) Given the reactants [C:1]([C:3]1[CH:4]=[CH:5][C:6]2[N:12]3[CH:13]=[N:14][C:15]([C:16](O)=[O:17])=[C:11]3[CH2:10][N:9]=[C:8]([C:19]3[CH:24]=[CH:23][CH:22]=[CH:21][CH:20]=3)[C:7]=2[CH:25]=1)#[CH:2].[ClH:26].[CH2:27]([N:29]=C=NCCCN(C)C)[CH3:28].N1(O)C2C=CC=CC=2N=N1.C(N(CC)CC)C.Cl.C(N)C, predict the reaction product. The product is: [ClH:26].[ClH:26].[CH2:27]([NH:29][C:16]([C:15]1[N:14]=[CH:13][N:12]2[C:6]3[CH:5]=[CH:4][C:3]([C:1]#[CH:2])=[CH:25][C:7]=3[C:8]([C:19]3[CH:24]=[CH:23][CH:22]=[CH:21][CH:20]=3)=[N:9][CH2:10][C:11]=12)=[O:17])[CH3:28].